This data is from Reaction yield outcomes from USPTO patents with 853,638 reactions. The task is: Predict the reaction yield, written as a fraction of the theoretical maximum amount of product (1.0 means a 100% yield; for example, 0.34 means a 34% yield). (1) The reactants are [C:1](Cl)(=O)[C:2]([Cl:4])=[O:3].[CH2:7]([C:11]1[O:12][C:13]2[CH:22]=[CH:21][CH:20]=[CH:19][C:14]=2C=1C(O)=O)[CH2:8][CH2:9][CH3:10].CN(C=O)C. The catalyst is C(Cl)Cl. The product is [CH2:7]([C:11]1[O:12][C:13]2[CH:22]=[CH:21][CH:20]=[CH:19][C:14]=2[C:1]=1[C:2]([Cl:4])=[O:3])[CH2:8][CH2:9][CH3:10]. The yield is 0.920. (2) The reactants are [H-].[Al+3].[Li+].[H-].[H-].[H-].C[O:8][C:9](=O)[CH2:10][NH:11][CH2:12][C:13]1[CH:18]=[CH:17][C:16]([C:19]([N:21]2[CH2:30][C:29]3[CH:28]=[N:27][N:26]([CH3:31])[C:25]=3[NH:24][C:23]3[CH:32]=[C:33]([Cl:36])[CH:34]=[CH:35][C:22]2=3)=[O:20])=[CH:15][C:14]=1[F:37].C1C(N=NC2C3C=CC(S([O-])(=O)=O)=CC=3C=CC=2O)=CC=C(S([O-])(=O)=O)C=1.[Na+].[Na+]. The catalyst is C1COCC1. The product is [Cl:36][C:33]1[CH:34]=[CH:35][C:22]2[N:21]([C:19]([C:16]3[CH:17]=[CH:18][C:13]([CH2:12][NH:11][CH2:10][CH2:9][OH:8])=[C:14]([F:37])[CH:15]=3)=[O:20])[CH2:30][C:29]3[CH:28]=[N:27][N:26]([CH3:31])[C:25]=3[NH:24][C:23]=2[CH:32]=1. The yield is 0.280. (3) The reactants are Br[CH2:2][CH2:3][CH2:4][CH3:5].[OH:6][C:7]1[CH:16]=[C:15]([C@H:17]([CH3:21])[C:18]([OH:20])=[O:19])[CH:14]=[C:13]2[C:8]=1[C@@H:9]1[CH2:27][C:26]([CH3:28])=[CH:25][CH2:24][C@H:10]1[C:11]([CH3:23])([CH3:22])[O:12]2.C(=O)(O)[O-].[Na+].CCCCCC. The catalyst is CN(C=O)C.O.C(OCC)(=O)C. The product is [OH:6][C:7]1[CH:16]=[C:15]([C@H:17]([CH3:21])[C:18]([O:20][CH2:2][CH2:3][CH2:4][CH3:5])=[O:19])[CH:14]=[C:13]2[C:8]=1[C@@H:9]1[CH2:27][C:26]([CH3:28])=[CH:25][CH2:24][C@H:10]1[C:11]([CH3:23])([CH3:22])[O:12]2. The yield is 0.330. (4) The reactants are [O:1]=[C:2]1[CH2:6][S:5][C:4](=[S:7])[N:3]1[CH:8]1[CH2:13][CH2:12][CH2:11][CH:10]([C:14]([OH:16])=[O:15])[CH2:9]1.[Cl:17][C:18]1[CH:23]=[CH:22][CH:21]=[CH:20][C:19]=1[C:24]1[O:28][C:27]([CH:29]=O)=[CH:26][CH:25]=1.C(O)(=O)C.C(O)(=O)C.C(N)CN.C(OCC)(=O)C. The catalyst is C(O)C. The product is [Cl:17][C:18]1[CH:23]=[CH:22][CH:21]=[CH:20][C:19]=1[C:24]1[O:28][C:27]([CH:29]=[C:6]2[S:5][C:4](=[S:7])[N:3]([CH:8]3[CH2:13][CH2:12][CH2:11][CH:10]([C:14]([OH:16])=[O:15])[CH2:9]3)[C:2]2=[O:1])=[CH:26][CH:25]=1. The yield is 0.670. (5) The reactants are [CH2:1]([O:3][C:4]([C:6]1[N:7]([NH2:11])[CH:8]=[CH:9][CH:10]=1)=[O:5])[CH3:2].[C:12](#[N:16])[CH2:13][CH2:14][CH3:15].Cl.C(N(CC)CC)C. The catalyst is O1CCOCC1. The product is [CH2:1]([O:3][C:4]([C:6]1[N:7]([NH:11][C:12](=[NH:16])[CH2:13][CH2:14][CH3:15])[CH:8]=[CH:9][CH:10]=1)=[O:5])[CH3:2]. The yield is 0.740. (6) The reactants are C([O:8][C:9](=[O:33])[C@@H:10]1[CH2:14][CH2:13][CH2:12][N:11]1[C:15](=[O:32])[CH:16]([CH2:28][CH:29]([CH3:31])[CH3:30])[NH:17][S:18]([CH2:21][C:22]1[CH:27]=[CH:26][CH:25]=[CH:24][CH:23]=1)(=[O:20])=[O:19])C1C=CC=CC=1.[H][H]. The catalyst is CO.[C].[Pd]. The product is [CH2:21]([S:18]([NH:17][CH:16]([C:15]([N:11]1[CH2:12][CH2:13][CH2:14][C@H:10]1[C:9]([OH:33])=[O:8])=[O:32])[CH2:28][CH:29]([CH3:31])[CH3:30])(=[O:20])=[O:19])[C:22]1[CH:23]=[CH:24][CH:25]=[CH:26][CH:27]=1. The yield is 0.990.